This data is from NCI-60 drug combinations with 297,098 pairs across 59 cell lines. The task is: Regression. Given two drug SMILES strings and cell line genomic features, predict the synergy score measuring deviation from expected non-interaction effect. (1) Drug 1: CS(=O)(=O)C1=CC(=C(C=C1)C(=O)NC2=CC(=C(C=C2)Cl)C3=CC=CC=N3)Cl. Drug 2: CNC(=O)C1=NC=CC(=C1)OC2=CC=C(C=C2)NC(=O)NC3=CC(=C(C=C3)Cl)C(F)(F)F. Cell line: HOP-62. Synergy scores: CSS=14.7, Synergy_ZIP=-8.74, Synergy_Bliss=1.47, Synergy_Loewe=-13.8, Synergy_HSA=0.618. (2) Drug 1: CN(CC1=CN=C2C(=N1)C(=NC(=N2)N)N)C3=CC=C(C=C3)C(=O)NC(CCC(=O)O)C(=O)O. Drug 2: COCCOC1=C(C=C2C(=C1)C(=NC=N2)NC3=CC=CC(=C3)C#C)OCCOC.Cl. Cell line: COLO 205. Synergy scores: CSS=28.4, Synergy_ZIP=4.34, Synergy_Bliss=4.32, Synergy_Loewe=-5.36, Synergy_HSA=0.306. (3) Drug 1: CC(C)NC(=O)C1=CC=C(C=C1)CNNC.Cl. Drug 2: CC1C(C(CC(O1)OC2CC(CC3=C2C(=C4C(=C3O)C(=O)C5=CC=CC=C5C4=O)O)(C(=O)C)O)N)O. Cell line: SK-MEL-28. Synergy scores: CSS=43.8, Synergy_ZIP=-3.84, Synergy_Bliss=-4.56, Synergy_Loewe=-11.6, Synergy_HSA=-2.54. (4) Drug 1: CC1=C(C=C(C=C1)NC2=NC=CC(=N2)N(C)C3=CC4=NN(C(=C4C=C3)C)C)S(=O)(=O)N.Cl. Drug 2: C1CCC(CC1)NC(=O)N(CCCl)N=O. Cell line: MCF7. Synergy scores: CSS=7.67, Synergy_ZIP=-1.06, Synergy_Bliss=4.05, Synergy_Loewe=-0.403, Synergy_HSA=1.36. (5) Drug 1: C1=C(C(=O)NC(=O)N1)N(CCCl)CCCl. Drug 2: C1C(C(OC1N2C=NC(=NC2=O)N)CO)O. Cell line: SNB-19. Synergy scores: CSS=27.9, Synergy_ZIP=-11.7, Synergy_Bliss=-12.4, Synergy_Loewe=-21.0, Synergy_HSA=-9.35. (6) Synergy scores: CSS=-4.56, Synergy_ZIP=5.24, Synergy_Bliss=6.82, Synergy_Loewe=-0.0122, Synergy_HSA=0.897. Drug 2: CN(C)C1=NC(=NC(=N1)N(C)C)N(C)C. Cell line: MDA-MB-435. Drug 1: CC1=CC2C(CCC3(C2CCC3(C(=O)C)OC(=O)C)C)C4(C1=CC(=O)CC4)C.